The task is: Predict the reactants needed to synthesize the given product.. This data is from Full USPTO retrosynthesis dataset with 1.9M reactions from patents (1976-2016). (1) Given the product [C:1]([O:5][C:6](=[O:7])[NH:8][C@H:9]([CH2:13][C:14]1[CH:19]=[CH:18][C:17]([Cl:20])=[CH:16][C:15]=1[Cl:21])[C:10]([N:46]1[CH2:45][CH2:44][N:43]([C:41]2[CH:42]=[C:37]([Cl:36])[CH:38]=[CH:39][C:40]=2[CH3:49])[CH2:48][CH2:47]1)=[O:12])([CH3:2])([CH3:3])[CH3:4], predict the reactants needed to synthesize it. The reactants are: [C:1]([O:5][C:6]([NH:8][C@H:9]([CH2:13][C:14]1[CH:19]=[CH:18][C:17]([Cl:20])=[CH:16][C:15]=1[Cl:21])[C:10]([OH:12])=O)=[O:7])([CH3:4])([CH3:3])[CH3:2].C(Cl)CCl.C1C=CC2N(O)N=NC=2C=1.[Cl:36][C:37]1[CH:38]=[CH:39][C:40]([CH3:49])=[C:41]([N:43]2[CH2:48][CH2:47][NH:46][CH2:45][CH2:44]2)[CH:42]=1.CCN(C(C)C)C(C)C. (2) Given the product [Cl:77][C:74]1[CH:75]=[CH:76][C:71]([C:66]2[CH:67]=[CH:68][CH:69]=[CH:70][C:65]=2[C@H:9]([OH:8])[CH:10]2[CH2:11][CH2:12][N:13]([C:16]3[CH:17]=[CH:18][C:19]([C:20]([NH:22][S:23]([C:26]4[CH:31]=[CH:30][C:29]([NH:32][C@H:33]([CH2:42][CH2:43][N:44]5[CH2:49][CH2:48][O:47][CH:46]([CH2:50][N:51]([CH2:54][CH3:55])[CH2:52][CH3:53])[CH2:45]5)[CH2:34][S:35][C:36]5[CH:41]=[CH:40][CH:39]=[CH:38][CH:37]=5)=[C:28]([S:56]([C:59]([F:62])([F:61])[F:60])(=[O:57])=[O:58])[CH:27]=4)(=[O:24])=[O:25])=[O:21])=[CH:63][CH:64]=3)[CH2:14][CH2:15]2)=[CH:72][CH:73]=1, predict the reactants needed to synthesize it. The reactants are: [Si]([O:8][C@@H:9]([C:65]1[CH:70]=[CH:69][CH:68]=[CH:67][C:66]=1[C:71]1[CH:76]=[CH:75][C:74]([Cl:77])=[CH:73][CH:72]=1)[CH:10]1[CH2:15][CH2:14][N:13]([C:16]2[CH:64]=[CH:63][C:19]([C:20]([NH:22][S:23]([C:26]3[CH:31]=[CH:30][C:29]([NH:32][C@H:33]([CH2:42][CH2:43][N:44]4[CH2:49][CH2:48][O:47][CH:46]([CH2:50][N:51]([CH2:54][CH3:55])[CH2:52][CH3:53])[CH2:45]4)[CH2:34][S:35][C:36]4[CH:41]=[CH:40][CH:39]=[CH:38][CH:37]=4)=[C:28]([S:56]([C:59]([F:62])([F:61])[F:60])(=[O:58])=[O:57])[CH:27]=3)(=[O:25])=[O:24])=[O:21])=[CH:18][CH:17]=2)[CH2:12][CH2:11]1)(C(C)(C)C)(C)C.Cl.CCN(CC)CC. (3) The reactants are: [NH2:1][C:2]1[CH:26]=[CH:25][C:5]([O:6][C:7]2[CH:12]=[CH:11][N:10]=[C:9]([NH:13][C:14](=[O:24])[N:15]([CH3:23])[CH:16]3[CH2:21][CH2:20][N:19]([CH3:22])[CH2:18][CH2:17]3)[CH:8]=2)=[CH:4][CH:3]=1.CC1(C)C2(CS(O)(=O)=O)C(CC1CC2)=O.[C:42]1([CH2:48][C:49]([N:51]=[C:52]=[S:53])=[O:50])[CH:47]=[CH:46][CH:45]=[CH:44][CH:43]=1.C(=O)([O-])O.[Na+]. Given the product [CH3:23][N:15]([CH:16]1[CH2:17][CH2:18][N:19]([CH3:22])[CH2:20][CH2:21]1)[C:14]([NH:13][C:9]1[CH:8]=[C:7]([O:6][C:5]2[CH:25]=[CH:26][C:2]([NH:1][C:52]([NH:51][C:49](=[O:50])[CH2:48][C:42]3[CH:43]=[CH:44][CH:45]=[CH:46][CH:47]=3)=[S:53])=[CH:3][CH:4]=2)[CH:12]=[CH:11][N:10]=1)=[O:24], predict the reactants needed to synthesize it. (4) Given the product [CH2:1]([O:3][C:4]([N:6]1[CH2:11][CH2:10][C:9]2[O:12][C:13]3[C:18]([O:19][CH3:20])=[CH:17][CH:16]=[C:15]([C:21]([OH:25])=[O:22])[C:14]=3[C:8]=2[CH2:7]1)=[O:5])[CH3:2], predict the reactants needed to synthesize it. The reactants are: [CH2:1]([O:3][C:4]([N:6]1[CH2:11][CH2:10][C:9]2[O:12][C:13]3[C:18]([O:19][CH3:20])=[CH:17][CH:16]=[C:15]([CH:21]=[O:22])[C:14]=3[C:8]=2[CH2:7]1)=[O:5])[CH3:2].S(=O)(=O)([OH:25])N.Cl([O-])=O.[Na+]. (5) Given the product [CH:31]([NH:34][C:35]([N:9]1[CH2:8][CH:7]=[C:6]([C:10]2[CH:15]=[CH:14][CH:13]=[C:12]([NH:16][C:17](=[O:28])[C:18]3[CH:23]=[CH:22][CH:21]=[C:20]([C:24]([F:25])([F:26])[F:27])[CH:19]=3)[CH:11]=2)[N:5]2[N:1]=[CH:2][CH:3]=[C:4]12)=[O:36])([CH3:33])[CH3:32], predict the reactants needed to synthesize it. The reactants are: [N:1]1[N:5]2[C:6]([C:10]3[CH:11]=[C:12]([NH:16][C:17](=[O:28])[C:18]4[CH:23]=[CH:22][CH:21]=[C:20]([C:24]([F:27])([F:26])[F:25])[CH:19]=4)[CH:13]=[CH:14][CH:15]=3)=[CH:7][CH2:8][NH:9][C:4]2=[CH:3][CH:2]=1.[H-].[Na+].[CH:31]([N:34]=[C:35]=[O:36])([CH3:33])[CH3:32]. (6) The reactants are: [F:1][C:2]([F:25])([F:24])[C:3]1[CH:19]=[C:18]([C:20]([F:23])([F:22])[F:21])[CH:17]=[CH:16][C:4]=1[CH2:5][O:6][C:7]1[CH:14]=[CH:13][C:10]([CH:11]=[O:12])=[CH:9][C:8]=1[OH:15].C(=O)([O-])[O-].[K+].[K+].[CH2:32](Br)[C:33]1[CH:38]=[CH:37][CH:36]=[CH:35][CH:34]=1.O. Given the product [CH2:32]([O:15][C:8]1[CH:9]=[C:10]([CH:13]=[CH:14][C:7]=1[O:6][CH2:5][C:4]1[CH:16]=[CH:17][C:18]([C:20]([F:23])([F:22])[F:21])=[CH:19][C:3]=1[C:2]([F:24])([F:25])[F:1])[CH:11]=[O:12])[C:33]1[CH:38]=[CH:37][CH:36]=[CH:35][CH:34]=1, predict the reactants needed to synthesize it. (7) Given the product [CH3:1][O:2][C:3]1[CH:4]=[CH:5][C:6]([CH:9]2[CH2:13][CH2:12][C:11](=[O:14])[CH2:10]2)=[CH:7][CH:8]=1, predict the reactants needed to synthesize it. The reactants are: [CH3:1][O:2][C:3]1[CH:8]=[CH:7][C:6]([C:9]2[CH2:13][CH2:12][C:11](=[O:14])[CH:10]=2)=[CH:5][CH:4]=1.